From a dataset of Full USPTO retrosynthesis dataset with 1.9M reactions from patents (1976-2016). Predict the reactants needed to synthesize the given product. (1) Given the product [ClH:31].[NH2:7][CH2:8][CH2:9][CH2:10][CH2:11][NH:12][C:13](=[O:29])[CH2:14][CH2:15][CH2:16][CH2:17][CH2:18][CH2:19][CH2:20][CH2:21][CH2:22][CH2:23][CH2:24][CH2:25][CH2:26][CH2:27][CH3:28], predict the reactants needed to synthesize it. The reactants are: C(OC(=O)[NH:7][CH2:8][CH2:9][CH2:10][CH2:11][NH:12][C:13](=[O:29])[CH2:14][CH2:15][CH2:16][CH2:17][CH2:18][CH2:19][CH2:20][CH2:21][CH2:22][CH2:23][CH2:24][CH2:25][CH2:26][CH2:27][CH3:28])(C)(C)C.[ClH:31].O1CCOCC1. (2) The reactants are: [C:1]([NH:4][C:5]1[CH:10]=[CH:9][C:8]([S:11](Cl)(=[O:13])=[O:12])=[C:7]([F:15])[CH:6]=1)(=[O:3])[CH3:2].[NH2:16][C:17]1[CH:18]=[CH:19][C:20]2[CH2:24][O:23][B:22]([OH:25])[C:21]=2[CH:26]=1.C(N(CC)CC)C.Cl. Given the product [F:15][C:7]1[CH:6]=[C:5]([NH:4][C:1](=[O:3])[CH3:2])[CH:10]=[CH:9][C:8]=1[S:11](=[O:13])(=[O:12])[NH:16][C:17]1[CH:18]=[CH:19][C:20]2[CH2:24][O:23][B:22]([OH:25])[C:21]=2[CH:26]=1, predict the reactants needed to synthesize it.